Dataset: Peptide-MHC class I binding affinity with 185,985 pairs from IEDB/IMGT. Task: Regression. Given a peptide amino acid sequence and an MHC pseudo amino acid sequence, predict their binding affinity value. This is MHC class I binding data. (1) The peptide sequence is QAKWRLQTL. The MHC is HLA-A01:01 with pseudo-sequence HLA-A01:01. The binding affinity (normalized) is 0. (2) The peptide sequence is FLKEEGGL. The MHC is HLA-A30:02 with pseudo-sequence HLA-A30:02. The binding affinity (normalized) is 0. (3) The peptide sequence is VSSAVPTSW. The MHC is HLA-B58:01 with pseudo-sequence HLA-B58:01. The binding affinity (normalized) is 0.872. (4) The peptide sequence is LLRHYYNKR. The MHC is HLA-A68:01 with pseudo-sequence HLA-A68:01. The binding affinity (normalized) is 0.276. (5) The peptide sequence is WEFVNTPPLV. The MHC is Mamu-A11 with pseudo-sequence Mamu-A11. The binding affinity (normalized) is 0.809. (6) The peptide sequence is YSGKYRHM. The MHC is H-2-Kb with pseudo-sequence H-2-Kb. The binding affinity (normalized) is 0.534. (7) The peptide sequence is TLRKERLAK. The MHC is HLA-B15:01 with pseudo-sequence HLA-B15:01. The binding affinity (normalized) is 0.